This data is from Reaction yield outcomes from USPTO patents with 853,638 reactions. The task is: Predict the reaction yield, written as a fraction of the theoretical maximum amount of product (1.0 means a 100% yield; for example, 0.34 means a 34% yield). (1) The reactants are [NH:1]1[CH2:4][CH:3]([N:5]2[C:13]3[C:8](=[C:9]([Cl:14])[CH:10]=[CH:11][CH:12]=3)[C:7]([C:15]([NH:17][CH2:18][CH:19]3[CH2:24][CH2:23][C:22]([F:26])([F:25])[CH2:21][CH2:20]3)=[O:16])=[CH:6]2)[CH2:2]1.C=O.[C:29](O[BH-](OC(=O)C)OC(=O)C)(=O)C.[Na+]. The catalyst is C(Cl)Cl. The product is [Cl:14][C:9]1[CH:10]=[CH:11][CH:12]=[C:13]2[C:8]=1[C:7]([C:15]([NH:17][CH2:18][CH:19]1[CH2:24][CH2:23][C:22]([F:26])([F:25])[CH2:21][CH2:20]1)=[O:16])=[CH:6][N:5]2[CH:3]1[CH2:4][N:1]([CH3:29])[CH2:2]1. The yield is 0.220. (2) The reactants are [CH2:1]([O:8][C:9]([NH:11][CH2:12][CH2:13][NH:14][C:15](=[O:23])[C@H:16]([OH:22])[C@H:17]([OH:21])[C:18]([OH:20])=O)=[O:10])[C:2]1[CH:7]=[CH:6][CH:5]=[CH:4][CH:3]=1.C1C=CC2N(O)N=NC=2C=1.CCN=C=NCCCN(C)C.[NH2:45][CH2:46][CH2:47][C:48]([O:50][CH2:51][C:52]1[CH:57]=[CH:56][CH:55]=[CH:54][CH:53]=1)=[O:49].C([O-])([O-])=O.[Na+].[Na+]. The catalyst is CN(C=O)C. The product is [OH:22][C@H:16]([C@H:17]([OH:21])[C:18](=[O:20])[NH:45][CH2:46][CH2:47][C:48]([O:50][CH2:51][C:52]1[CH:57]=[CH:56][CH:55]=[CH:54][CH:53]=1)=[O:49])[C:15](=[O:23])[NH:14][CH2:13][CH2:12][NH:11][C:9](=[O:10])[O:8][CH2:1][C:2]1[CH:3]=[CH:4][CH:5]=[CH:6][CH:7]=1. The yield is 0.780.